Dataset: Catalyst prediction with 721,799 reactions and 888 catalyst types from USPTO. Task: Predict which catalyst facilitates the given reaction. (1) Reactant: C[Si](C=[N+]=[N-])(C)C.[Cl:8][C:9]1[CH:10]=[C:11]([CH2:16][C:17]([OH:19])=[O:18])[CH:12]=[C:13]([F:15])[CH:14]=1.[C:20](O)(=O)C. Product: [CH3:20][O:18][C:17](=[O:19])[CH2:16][C:11]1[CH:12]=[C:13]([F:15])[CH:14]=[C:9]([Cl:8])[CH:10]=1. The catalyst class is: 442. (2) Reactant: [CH:1]([C:4]1[N:5]=[C:6]([CH2:9][OH:10])[S:7][CH:8]=1)([CH3:3])[CH3:2].C1OCCOCCOCCOCCOCCOC1.[H-].[Na+].[CH:31]1([N:34]2[C:43]3[C:38](=[CH:39][C:40]([F:45])=[C:41](F)[CH:42]=3)[C:37](=[O:46])[C:36](/[CH:47]=[CH:48]/[C:49]([O:51][C:52]([CH3:55])([CH3:54])[CH3:53])=[O:50])=[CH:35]2)[CH2:33][CH2:32]1.[Cl-].[NH4+]. Product: [CH:31]1([N:34]2[C:43]3[C:38](=[CH:39][C:40]([F:45])=[C:41]([O:10][CH2:9][C:6]4[S:7][CH:8]=[C:4]([CH:1]([CH3:3])[CH3:2])[N:5]=4)[CH:42]=3)[C:37](=[O:46])[C:36](/[CH:47]=[CH:48]/[C:49]([O:51][C:52]([CH3:55])([CH3:54])[CH3:53])=[O:50])=[CH:35]2)[CH2:33][CH2:32]1. The catalyst class is: 9. (3) Reactant: C(O[C:4]([C:6]1[C:7]2[N:8]=[CH:9][CH:10]=[N:11][C:12]=2[C:13]([C:16]2[C:21]([F:22])=[C:20]([O:23][CH3:24])[CH:19]=[C:18]([O:25][CH3:26])[C:17]=2[Cl:27])=[CH:14][CH:15]=1)=[O:5])C.[NH2:28][C:29]1[N:34]=[CH:33][C:32]([CH2:35][N:36]([CH3:41])[CH2:37][C:38]([NH2:40])=[O:39])=[CH:31][CH:30]=1.C[Al](C)C.C([O-])(O)=O.[Na+]. Product: [C:38]([CH2:37][N:36]([CH2:35][C:32]1[CH:31]=[CH:30][C:29]([NH:28][C:4]([C:6]2[C:7]3[N:8]=[CH:9][CH:10]=[N:11][C:12]=3[C:13]([C:16]3[C:21]([F:22])=[C:20]([O:23][CH3:24])[CH:19]=[C:18]([O:25][CH3:26])[C:17]=3[Cl:27])=[CH:14][CH:15]=2)=[O:5])=[N:34][CH:33]=1)[CH3:41])(=[O:39])[NH2:40]. The catalyst class is: 512. (4) Reactant: [Cl:1][C:2]1[S:6][C:5]([C:7]2[O:11][N:10]=[C:9]([CH2:12][N:13]3[C:17]([C:18]4[O:19][CH:20]=[CH:21][CH:22]=4)=[CH:16][C:15]([C:23](O)=[O:24])=[N:14]3)[CH:8]=2)=[CH:4][CH:3]=1.[NH2:26][C:27]1[CH:32]=[CH:31][C:30]([N:33]2[CH2:38][CH2:37][O:36][CH2:35][C:34]2=[O:39])=[CH:29][CH:28]=1.C1N(P(Cl)(N2C(=O)OCC2)=O)C(=O)OC1. Product: [O:39]=[C:34]1[CH2:35][O:36][CH2:37][CH2:38][N:33]1[C:30]1[CH:29]=[CH:28][C:27]([NH:26][C:23]([C:15]2[CH:16]=[C:17]([C:18]3[O:19][CH:20]=[CH:21][CH:22]=3)[N:13]([CH2:12][C:9]3[CH:8]=[C:7]([C:5]4[S:6][C:2]([Cl:1])=[CH:3][CH:4]=4)[O:11][N:10]=3)[N:14]=2)=[O:24])=[CH:32][CH:31]=1. The catalyst class is: 624. (5) Reactant: [OH:1][CH2:2][CH2:3][O:4][C:5]1[CH:10]=[CH:9][C:8]([C:11]2[C:16]([C:17]#[N:18])=[C:15]([SH:19])[N:14]=[C:13]([O:20][CH3:21])[C:12]=2[C:22]#[N:23])=[CH:7][CH:6]=1.Cl[CH2:25][C:26]1[CH:27]=[C:28]([CH:32]=[CH:33][CH:34]=1)[C:29]([OH:31])=[O:30].C(=O)(O)[O-].[Na+].O. Product: [C:17]([C:16]1[C:15]([S:19][CH2:25][C:26]2[CH:27]=[C:28]([CH:32]=[CH:33][CH:34]=2)[C:29]([OH:31])=[O:30])=[N:14][C:13]([O:20][CH3:21])=[C:12]([C:22]#[N:23])[C:11]=1[C:8]1[CH:9]=[CH:10][C:5]([O:4][CH2:3][CH2:2][OH:1])=[CH:6][CH:7]=1)#[N:18]. The catalyst class is: 3. (6) Reactant: [CH2:1]([O:3][C:4](=[O:12])[C:5]([N+:10]#[C-:11])=[CH:6]N(C)C)[CH3:2].C(N(CC)CC)C.[SH2:20]. Product: [C:4]([C:5]1[N:10]=[CH:11][S:20][CH:6]=1)([O:3][CH2:1][CH3:2])=[O:12]. The catalyst class is: 7. (7) Reactant: F[P-](F)(F)(F)(F)F.N1(O[P+](N(C)C)(N(C)C)N(C)C)C2C=CC=CC=2N=N1.N12CCCN=C1CCCCC2.O[C:40]1[CH:45]=[CH:44][N:43]=[C:42]([C:46]2[N:50]3[CH:51]=[C:52]([C:55]#[N:56])[CH:53]=[CH:54][C:49]3=[N:48][CH:47]=2)[N:41]=1.[NH2:57][C@@H:58]1[CH2:63][CH2:62][CH2:61][N:60]([C:64]([O:66][C:67]([CH3:70])([CH3:69])[CH3:68])=[O:65])[CH2:59]1. Product: [C:67]([O:66][C:64]([N:60]1[CH2:61][CH2:62][CH2:63][C@@H:58]([NH:57][C:40]2[CH:45]=[CH:44][N:43]=[C:42]([C:46]3[N:50]4[CH:51]=[C:52]([C:55]#[N:56])[CH:53]=[CH:54][C:49]4=[N:48][CH:47]=3)[N:41]=2)[CH2:59]1)=[O:65])([CH3:70])([CH3:68])[CH3:69]. The catalyst class is: 248.